This data is from Forward reaction prediction with 1.9M reactions from USPTO patents (1976-2016). The task is: Predict the product of the given reaction. Given the reactants C(OC(N1CCC2C3C=CC=CC=3NC=2CC1)=O)(C)(C)C.[NH2:22][C:23](=[O:46])[CH2:24][N:25]1[C:33]2[CH:32]=[CH:31][CH:30]=[CH:29][C:28]=2[C:27]2[CH2:34][CH2:35][N:36]([C:39]([O:41][C:42]([CH3:45])([CH3:44])[CH3:43])=[O:40])[CH2:37][CH2:38][C:26]1=2.ICC(N)=O.[H-].[Na+], predict the reaction product. The product is: [NH2:22][C:23](=[O:46])[CH2:24][N:25]1[C:33]2[CH:32]=[CH:31][CH:30]=[CH:29][C:28]=2[C:27]2[CH2:34][CH2:35][N:36]([C:39]([O:41][C:42]([CH3:44])([CH3:43])[CH3:45])=[O:40])[CH2:37][CH2:38][C:26]1=2.